Task: Predict the reaction yield, written as a fraction of the theoretical maximum amount of product (1.0 means a 100% yield; for example, 0.34 means a 34% yield).. Dataset: Reaction yield outcomes from USPTO patents with 853,638 reactions The reactants are [OH-].[Na+].Cl.Cl.[CH:5]([N:8]1[CH2:13][CH2:12][NH:11][CH2:10][CH2:9]1)([CH3:7])[CH3:6].[CH:14]([C:16]1[CH:24]=[CH:23][C:19]([C:20](Cl)=[O:21])=[CH:18][CH:17]=1)=[O:15]. The catalyst is O.C1(C)C=CC=CC=1. The product is [CH:5]([N:8]1[CH2:13][CH2:12][N:11]([C:14]([C:16]2[CH:24]=[CH:23][C:19]([CH:20]=[O:21])=[CH:18][CH:17]=2)=[O:15])[CH2:10][CH2:9]1)([CH3:7])[CH3:6]. The yield is 1.01.